This data is from Reaction yield outcomes from USPTO patents with 853,638 reactions. The task is: Predict the reaction yield, written as a fraction of the theoretical maximum amount of product (1.0 means a 100% yield; for example, 0.34 means a 34% yield). The reactants are [CH2:1]([N:6]1[C:14]2[N:13]=[CH:12][NH:11][C:10]=2[C:9](=[O:15])[NH:8]/[C:7]/1=[N:16]\[NH2:17])[CH2:2][CH2:3][CH2:4][CH3:5].O=[CH:19][CH2:20][CH2:21][C:22]([OH:24])=[O:23]. The catalyst is CCO. The product is [O:15]=[C:9]1[NH:8]/[C:7](=[N:16]\[N:17]=[CH:19]\[CH2:20][CH2:21][C:22]([OH:24])=[O:23])/[N:6]([CH2:1][CH2:2][CH2:3][CH2:4][CH3:5])[C:14]2[N:13]=[CH:12][NH:11][C:10]1=2. The yield is 0.960.